This data is from Full USPTO retrosynthesis dataset with 1.9M reactions from patents (1976-2016). The task is: Predict the reactants needed to synthesize the given product. Given the product [CH:1]1([CH2:4][O:5][C:6]2[CH:14]=[CH:13][C:9]3[O:10][CH2:11][O:12][C:8]=3[C:7]=2[C:15]2[C:16]3[NH:23][CH:22]=[C:21]([C:24]([NH:26][C@H:27]([CH2:28][CH2:29][C:30](=[O:31])[NH:65][CH:63]([CH3:64])[CH3:62])[C:33]([N:35]4[CH2:36][CH2:37][CH:38]([N:41]5[N:50]=[C:49]([C:51]6[CH:56]=[CH:55][C:54]([O:57][CH3:58])=[C:53]([O:59][CH3:60])[CH:52]=6)[C@@H:48]6[C@@H:43]([CH2:44][CH2:45][CH2:46][CH2:47]6)[C:42]5=[O:61])[CH2:39][CH2:40]4)=[O:34])=[O:25])[C:17]=3[N:18]=[CH:19][N:20]=2)[CH2:2][CH2:3]1, predict the reactants needed to synthesize it. The reactants are: [CH:1]1([CH2:4][O:5][C:6]2[CH:14]=[CH:13][C:9]3[O:10][CH2:11][O:12][C:8]=3[C:7]=2[C:15]2[C:16]3[NH:23][CH:22]=[C:21]([C:24]([NH:26][C@@H:27]([C:33]([N:35]4[CH2:40][CH2:39][CH:38]([N:41]5[N:50]=[C:49]([C:51]6[CH:56]=[CH:55][C:54]([O:57][CH3:58])=[C:53]([O:59][CH3:60])[CH:52]=6)[C@@H:48]6[C@@H:43]([CH2:44][CH2:45][CH2:46][CH2:47]6)[C:42]5=[O:61])[CH2:37][CH2:36]4)=[O:34])[CH2:28][CH2:29][C:30](O)=[O:31])=[O:25])[C:17]=3[N:18]=[CH:19][N:20]=2)[CH2:3][CH2:2]1.[CH3:62][CH:63]([NH2:65])[CH3:64].CCOC(C(C#N)=NOC(N1CCOCC1)=[N+](C)C)=O.F[P-](F)(F)(F)(F)F.CCN(C(C)C)C(C)C.